This data is from Reaction yield outcomes from USPTO patents with 853,638 reactions. The task is: Predict the reaction yield, written as a fraction of the theoretical maximum amount of product (1.0 means a 100% yield; for example, 0.34 means a 34% yield). (1) The reactants are [Br:1][CH2:2][C:3]1[CH:8]=[CH:7][CH:6]=[C:5]([Cl:9])[CH:4]=1.[C:10]1([P:16]([C:23]2[CH:28]=[CH:27][CH:26]=[CH:25][CH:24]=2)[C:17]2[CH:22]=[CH:21][CH:20]=[CH:19][CH:18]=2)[CH:15]=[CH:14][CH:13]=[CH:12][CH:11]=1. The catalyst is C1(C)C=CC=CC=1. The product is [Br-:1].[Cl:9][C:5]1[CH:4]=[C:3]([CH:8]=[CH:7][CH:6]=1)[CH2:2][P+:16]([C:17]1[CH:18]=[CH:19][CH:20]=[CH:21][CH:22]=1)([C:23]1[CH:28]=[CH:27][CH:26]=[CH:25][CH:24]=1)[C:10]1[CH:11]=[CH:12][CH:13]=[CH:14][CH:15]=1. The yield is 0.980. (2) The reactants are [F:1][C:2]1([F:33])[O:6][C:5]2[CH:7]=[C:8]([OH:32])[C:9]([C:11]3(O)[C:19]4[C:14](=[CH:15][CH:16]=[CH:17][CH:18]=4)[N:13]([CH2:20][C:21]4[O:22][C:23]([C:26]([F:29])([F:28])[F:27])=[CH:24][CH:25]=4)[C:12]3=[O:30])=[CH:10][C:4]=2[O:3]1.C([SiH](CC)CC)C.FC(F)(F)C(O)=O. The catalyst is ClCCl. The product is [F:33][C:2]1([F:1])[O:6][C:5]2[CH:7]=[C:8]([OH:32])[C:9]([CH:11]3[C:19]4[C:14](=[CH:15][CH:16]=[CH:17][CH:18]=4)[N:13]([CH2:20][C:21]4[O:22][C:23]([C:26]([F:28])([F:29])[F:27])=[CH:24][CH:25]=4)[C:12]3=[O:30])=[CH:10][C:4]=2[O:3]1. The yield is 0.750. (3) The reactants are Br[C:2]1[CH:23]=[CH:22][C:5]2[C:6]3[N:7]([CH:11]=[C:12]([C:14]4[N:18]([CH:19]([CH3:21])[CH3:20])[N:17]=[CH:16][N:15]=4)[N:13]=3)[CH2:8][CH2:9][O:10][C:4]=2[CH:3]=1.O[C@H:25]1[CH2:29][NH:28][C@H:27]([C:30]([OH:32])=[O:31])[CH2:26]1.P([O-])([O-])([O-])=O.[K+].[K+].[K+].[CH3:41]S(C)=O. The catalyst is [Cu]I. The product is [CH:19]([N:18]1[C:14]([C:12]2[N:13]=[C:6]3[N:7]([CH2:8][CH2:9][O:10][C:4]4[CH:3]=[C:2]([N:28]5[CH2:29][CH2:25][CH2:41][CH2:26][CH:27]5[C:30]([OH:32])=[O:31])[CH:23]=[CH:22][C:5]=43)[CH:11]=2)=[N:15][CH:16]=[N:17]1)([CH3:21])[CH3:20]. The yield is 0.870. (4) The reactants are Cl[C:2]1[CH:7]=[CH:6][N:5]2[C:8]([C:11]3[CH:31]=[CH:30][C:14]([CH2:15][NH:16][C:17]([NH:19][C:20]4[CH:25]=[CH:24][CH:23]=[C:22]([C:26]([F:29])([F:28])[F:27])[CH:21]=4)=[O:18])=[CH:13][CH:12]=3)=[CH:9][N:10]=[C:4]2[CH:3]=1.[CH3:32][O:33][C:34]1[N:39]=[CH:38][C:37](B(O)O)=[CH:36][CH:35]=1.C1(P(C2CCCCC2)C2C=CC=CC=2C2C(OC)=CC=CC=2OC)CCCCC1.[O-]P([O-])([O-])=O.[K+].[K+].[K+]. The catalyst is CC([O-])=O.CC([O-])=O.[Pd+2].O.C(Cl)Cl.O1CCOCC1.O. The product is [CH3:32][O:33][C:34]1[N:39]=[CH:38][C:37]([C:2]2[CH:7]=[CH:6][N:5]3[C:8]([C:11]4[CH:31]=[CH:30][C:14]([CH2:15][NH:16][C:17]([NH:19][C:20]5[CH:25]=[CH:24][CH:23]=[C:22]([C:26]([F:29])([F:28])[F:27])[CH:21]=5)=[O:18])=[CH:13][CH:12]=4)=[CH:9][N:10]=[C:4]3[CH:3]=2)=[CH:36][CH:35]=1. The yield is 0.560.